From a dataset of Retrosynthesis with 50K atom-mapped reactions and 10 reaction types from USPTO. Predict the reactants needed to synthesize the given product. Given the product CCc1ccc(NC(=O)Nc2ccc(Oc3ccnc(OC)c3)cc2)cc1, predict the reactants needed to synthesize it. The reactants are: CCc1ccc(N=C=O)cc1.COc1cc(Oc2ccc(N)cc2)ccn1.